Predict the reaction yield, written as a fraction of the theoretical maximum amount of product (1.0 means a 100% yield; for example, 0.34 means a 34% yield). From a dataset of Reaction yield outcomes from USPTO patents with 853,638 reactions. (1) The reactants are [Cl:1][C:2]1[N:3]=[C:4]([N:9]2[CH2:13][CH2:12][CH:11]([OH:14])[CH2:10]2)[S:5][C:6]=1[CH:7]=O.[CH3:15][N:16]([CH3:36])[C:17]([C@@H:19]1[C@H:24]([NH:25][C:26]2[C:31]([Cl:32])=[CH:30][N:29]=[C:28]([NH2:33])[C:27]=2[NH2:34])[C@@H:23]2[CH2:35][C@H:20]1[CH:21]=[CH:22]2)=[O:18].C([O-])(=O)C.[NH4+]. No catalyst specified. The product is [CH3:15][N:16]([CH3:36])[C:17]([C@@H:19]1[C@H:24]([NH:25][C:26]2[C:31]([Cl:32])=[CH:30][N:29]=[C:28]3[NH:33][C:7]([C:6]4[S:5][C:4]([N:9]5[CH2:13][CH2:12][C@@H:11]([OH:14])[CH2:10]5)=[N:3][C:2]=4[Cl:1])=[N:34][C:27]=23)[C@@H:23]2[CH2:35][C@H:20]1[CH:21]=[CH:22]2)=[O:18]. The yield is 0.110. (2) The reactants are [Cl:1][C:2]1[CH:3]=[C:4]([NH:9][C:10]([N:12]2[CH2:17][CH2:16][N:15]([CH2:18][C@@H:19]3[O:24][CH2:23][CH2:22][N:21](C(OC(C)(C)C)=O)[CH2:20]3)[CH2:14][CH2:13]2)=[O:11])[CH:5]=[CH:6][C:7]=1[F:8].C(O)(C(F)(F)F)=O. The catalyst is ClCCl. The product is [Cl:1][C:2]1[CH:3]=[C:4]([NH:9][C:10]([N:12]2[CH2:17][CH2:16][N:15]([CH2:18][C@@H:19]3[O:24][CH2:23][CH2:22][NH:21][CH2:20]3)[CH2:14][CH2:13]2)=[O:11])[CH:5]=[CH:6][C:7]=1[F:8]. The yield is 1.00. (3) The reactants are [CH2:1]([O:3][P:4]([C:9]([C:12]1[CH:17]=[CH:16][C:15]([CH2:18][N:19]([CH2:31][C:32]2[CH:37]=[CH:36][C:35]([C:38]([P:41]([O:46][CH2:47][CH3:48])([O:43][CH2:44][CH3:45])=[O:42])([F:40])[F:39])=[CH:34][CH:33]=2)[S:20](/[CH:23]=[CH:24]/[C:25]2[CH:30]=[CH:29][CH:28]=[CH:27][CH:26]=2)(=[O:22])=[O:21])=[CH:14][CH:13]=1)([F:11])[F:10])(=[O:8])[O:5][CH2:6][CH3:7])[CH3:2]. The catalyst is CO.[Pd]. The product is [CH2:47]([O:46][P:41]([C:38]([C:35]1[CH:34]=[CH:33][C:32]([CH2:31][N:19]([CH2:18][C:15]2[CH:14]=[CH:13][C:12]([C:9]([P:4]([O:3][CH2:1][CH3:2])([O:5][CH2:6][CH3:7])=[O:8])([F:10])[F:11])=[CH:17][CH:16]=2)[S:20]([CH2:23][CH2:24][C:25]2[CH:30]=[CH:29][CH:28]=[CH:27][CH:26]=2)(=[O:22])=[O:21])=[CH:37][CH:36]=1)([F:40])[F:39])(=[O:42])[O:43][CH2:44][CH3:45])[CH3:48]. The yield is 0.720.